Dataset: Reaction yield outcomes from USPTO patents with 853,638 reactions. Task: Predict the reaction yield, written as a fraction of the theoretical maximum amount of product (1.0 means a 100% yield; for example, 0.34 means a 34% yield). The reactants are [Cl:1][C:2]1[CH:23]=[CH:22][C:5]2[CH2:6][C:7]([CH3:21])=[N:8][N:9]=[C:10]([C:11]3[CH:16]=[CH:15][C:14]([N+:17]([O-:19])=[O:18])=[C:13]([CH3:20])[CH:12]=3)[C:4]=2[CH:3]=1.Cl[C:25]([O:27][C:28]1[CH:33]=[CH:32][CH:31]=[CH:30][CH:29]=1)=[O:26].C(N(CC)CC)C. The catalyst is C1CCCCC1. The product is [C:28]1([O:27][C:25]([N:8]2[C:7]([CH3:21])=[CH:6][C:5]3[CH:22]=[CH:23][C:2]([Cl:1])=[CH:3][C:4]=3[C:10]([C:11]3[CH:16]=[CH:15][C:14]([N+:17]([O-:19])=[O:18])=[C:13]([CH3:20])[CH:12]=3)=[N:9]2)=[O:26])[CH:33]=[CH:32][CH:31]=[CH:30][CH:29]=1. The yield is 0.580.